This data is from Reaction yield outcomes from USPTO patents with 853,638 reactions. The task is: Predict the reaction yield, written as a fraction of the theoretical maximum amount of product (1.0 means a 100% yield; for example, 0.34 means a 34% yield). The reactants are [NH2:1][C:2]1[N:7]=[C:6]([NH:8][CH2:9][CH2:10][C:11]([O:13]C(C)(C)C)=[O:12])[CH:5]=[C:4]([Cl:18])[N:3]=1. The catalyst is C(O)(C(F)(F)F)=O. The product is [NH2:1][C:2]1[N:7]=[C:6]([NH:8][CH2:9][CH2:10][C:11]([OH:13])=[O:12])[CH:5]=[C:4]([Cl:18])[N:3]=1. The yield is 0.610.